From a dataset of NCI-60 drug combinations with 297,098 pairs across 59 cell lines. Regression. Given two drug SMILES strings and cell line genomic features, predict the synergy score measuring deviation from expected non-interaction effect. (1) Drug 1: CCC1(CC2CC(C3=C(CCN(C2)C1)C4=CC=CC=C4N3)(C5=C(C=C6C(=C5)C78CCN9C7C(C=CC9)(C(C(C8N6C)(C(=O)OC)O)OC(=O)C)CC)OC)C(=O)OC)O.OS(=O)(=O)O. Drug 2: N.N.Cl[Pt+2]Cl. Cell line: UACC-257. Synergy scores: CSS=19.3, Synergy_ZIP=-8.11, Synergy_Bliss=-2.02, Synergy_Loewe=0.861, Synergy_HSA=0.0566. (2) Drug 1: CC(CN1CC(=O)NC(=O)C1)N2CC(=O)NC(=O)C2. Drug 2: C1CC(C1)(C(=O)O)C(=O)O.[NH2-].[NH2-].[Pt+2]. Cell line: SR. Synergy scores: CSS=87.8, Synergy_ZIP=1.61, Synergy_Bliss=1.14, Synergy_Loewe=2.22, Synergy_HSA=5.00. (3) Drug 1: CS(=O)(=O)C1=CC(=C(C=C1)C(=O)NC2=CC(=C(C=C2)Cl)C3=CC=CC=N3)Cl. Drug 2: C1CC(=O)NC(=O)C1N2C(=O)C3=CC=CC=C3C2=O. Cell line: BT-549. Synergy scores: CSS=6.63, Synergy_ZIP=0.640, Synergy_Bliss=4.42, Synergy_Loewe=2.71, Synergy_HSA=3.39. (4) Drug 1: CC1=C(C(=O)C2=C(C1=O)N3CC4C(C3(C2COC(=O)N)OC)N4)N. Drug 2: CC12CCC3C(C1CCC2OP(=O)(O)O)CCC4=C3C=CC(=C4)OC(=O)N(CCCl)CCCl.[Na+]. Cell line: SNB-19. Synergy scores: CSS=28.2, Synergy_ZIP=0.821, Synergy_Bliss=3.21, Synergy_Loewe=-19.4, Synergy_HSA=0.791. (5) Drug 1: C1CN1C2=NC(=NC(=N2)N3CC3)N4CC4. Drug 2: C1=C(C(=O)NC(=O)N1)F. Cell line: A498. Synergy scores: CSS=32.8, Synergy_ZIP=1.45, Synergy_Bliss=1.58, Synergy_Loewe=6.19, Synergy_HSA=7.62. (6) Drug 1: C1=NC(=NC(=O)N1C2C(C(C(O2)CO)O)O)N. Drug 2: C1CCC(C(C1)N)N.C(=O)(C(=O)[O-])[O-].[Pt+4]. Cell line: SK-MEL-28. Synergy scores: CSS=22.3, Synergy_ZIP=-6.18, Synergy_Bliss=-1.13, Synergy_Loewe=-1.59, Synergy_HSA=-0.812.